From a dataset of Full USPTO retrosynthesis dataset with 1.9M reactions from patents (1976-2016). Predict the reactants needed to synthesize the given product. (1) Given the product [CH2:1]([O:8][C:9](=[O:35])[NH:10][CH:11]([C:16]([N:18]1[CH2:22][CH2:21][CH:20]2[N:23]([C:46]3[N:51]=[CH:50][CH:49]=[CH:48][N:47]=3)[CH2:24][CH:25]([O:26][C:27]3[CH:32]=[CH:31][C:30]([F:33])=[C:29]([F:34])[CH:28]=3)[CH:19]12)=[O:17])[C:12]([CH3:15])([CH3:14])[CH3:13])[C:2]1[CH:7]=[CH:6][CH:5]=[CH:4][CH:3]=1, predict the reactants needed to synthesize it. The reactants are: [CH2:1]([O:8][C:9](=[O:35])[NH:10][CH:11]([C:16]([N:18]1[CH2:22][CH2:21][CH:20]2[NH:23][CH2:24][CH:25]([O:26][C:27]3[CH:32]=[CH:31][C:30]([F:33])=[C:29]([F:34])[CH:28]=3)[CH:19]12)=[O:17])[C:12]([CH3:15])([CH3:14])[CH3:13])[C:2]1[CH:7]=[CH:6][CH:5]=[CH:4][CH:3]=1.CCN(C(C)C)C(C)C.Cl[C:46]1[N:51]=[CH:50][CH:49]=[CH:48][N:47]=1. (2) Given the product [C:27]([O:26][C:24](=[O:25])[NH:23][C@@H:15]1[C:16]2[C:21](=[CH:20][CH:19]=[CH:18][CH:17]=2)[CH2:22][C@H:14]1[NH:13][C:36]([C:34]1[NH:33][C:37]2[S:9][C:2]([Cl:1])=[CH:3][C:39]=2[CH:35]=1)=[O:49])([CH3:30])([CH3:29])[CH3:28], predict the reactants needed to synthesize it. The reactants are: [Cl:1][C:2]1[S:9]C2CC(C(O)=O)=NC=2[CH:3]=1.[NH2:13][C@@H:14]1[CH2:22][C:21]2[C:16](=[CH:17][CH:18]=[CH:19][CH:20]=2)[C@H:15]1[NH:23][C:24]([O:26][C:27]([CH3:30])([CH3:29])[CH3:28])=[O:25].CC[N:33]([CH:37]([CH3:39])C)[CH:34]([CH3:36])[CH3:35].C1C=CC2N([OH:49])N=NC=2C=1.CCN=C=NCCCN(C)C. (3) Given the product [OH:20][C:21]([CH3:38])([CH3:37])[CH2:22][S:23]([NH:26][C:27]1[CH:28]=[C:29]2[C:34](=[CH:35][CH:36]=1)[CH2:33][N:32]([C:47](=[O:48])[CH2:46][O:45][C:41]1[CH:40]=[N:39][CH:44]=[CH:43][CH:42]=1)[CH2:31][CH2:30]2)(=[O:24])=[O:25], predict the reactants needed to synthesize it. The reactants are: CCCP1(OP(CCC)(=O)OP(CCC)(=O)O1)=O.Cl.[OH:20][C:21]([CH3:38])([CH3:37])[CH2:22][S:23]([NH:26][C:27]1[CH:28]=[C:29]2[C:34](=[CH:35][CH:36]=1)[CH2:33][NH:32][CH2:31][CH2:30]2)(=[O:25])=[O:24].[N:39]1[CH:44]=[CH:43][CH:42]=[C:41]([O:45][CH2:46][C:47](O)=[O:48])[CH:40]=1.CN(C)C=O.C(N(CC)CC)C.S([O-])([O-])(=O)=O.[Na+].[Na+]. (4) Given the product [C:1]([O:5][C:6](=[O:22])[NH:7][C:8]1[CH2:9][O:10][CH2:11][C:12]([C:15]2[CH:20]=[CH:19][CH:18]=[C:17]([NH:21][C:28]([C:24]3[O:23][CH:27]=[CH:26][CH:25]=3)=[O:29])[CH:16]=2)([CH3:14])[N:13]=1)([CH3:2])([CH3:3])[CH3:4], predict the reactants needed to synthesize it. The reactants are: [C:1]([O:5][C:6](=[O:22])[NH:7][C:8]1[CH2:9][O:10][CH2:11][C:12]([C:15]2[CH:20]=[CH:19][CH:18]=[C:17]([NH2:21])[CH:16]=2)([CH3:14])[N:13]=1)([CH3:4])([CH3:3])[CH3:2].[O:23]1[CH:27]=[CH:26][CH:25]=[C:24]1[C:28](O)=[O:29].C1C=CC2N(O)N=NC=2C=1.CCN(C(C)C)C(C)C.C(Cl)CCl.